The task is: Predict the reactants needed to synthesize the given product.. This data is from Full USPTO retrosynthesis dataset with 1.9M reactions from patents (1976-2016). (1) Given the product [CH2:23](/[C:17](=[CH:4]\[C:3]1[CH:6]=[CH:7][CH:8]=[CH:9][C:2]=1[F:1])/[C:18]([O:20][CH2:21][CH3:22])=[O:19])[CH3:24], predict the reactants needed to synthesize it. The reactants are: [F:1][C:2]1[CH:9]=[CH:8][CH:7]=[CH:6][C:3]=1[CH:4]=O.C1(P(C2C=CC=CC=2)(C2C=CC=CC=2)=[C:17]([CH2:23][CH3:24])[C:18]([O:20][CH2:21][CH3:22])=[O:19])C=CC=CC=1. (2) Given the product [CH2:11]([N:6]1[C:5]([I:13])=[N:4][C:3]2[C:7]1=[N:8][CH:9]=[N:10][C:2]=2[NH:23][C@H:24]1[CH2:28][CH2:27][N:26]([C:29]([O:31][C:32]([CH3:35])([CH3:34])[CH3:33])=[O:30])[CH2:25]1)[CH3:12], predict the reactants needed to synthesize it. The reactants are: Cl[C:2]1[N:10]=[CH:9][N:8]=[C:7]2[C:3]=1[N:4]=[C:5]([I:13])[N:6]2[CH2:11][CH3:12].C(N(C(C)C)C(C)C)C.[NH2:23][C@H:24]1[CH2:28][CH2:27][N:26]([C:29]([O:31][C:32]([CH3:35])([CH3:34])[CH3:33])=[O:30])[CH2:25]1. (3) Given the product [C:15]([O:1][C@H:2]([C:8]1[CH:13]=[CH:12][CH:11]=[CH:10][CH:9]=1)[C:3]([O:5][CH2:6][CH3:7])=[O:4])([CH3:17])([CH3:16])[CH3:14], predict the reactants needed to synthesize it. The reactants are: [OH:1][C@H:2]([C:8]1[CH:13]=[CH:12][CH:11]=[CH:10][CH:9]=1)[C:3]([O:5][CH2:6][CH3:7])=[O:4].[CH3:14][C:15](OC(OC(O[C:15]([CH3:17])([CH3:16])[CH3:14])=O)=O)([CH3:17])[CH3:16]. (4) Given the product [Cl:1][C:2]1[CH:3]=[C:4]([C:8]2[C:13]3[N:14]([CH2:17][C@H:18]4[CH2:23][CH2:22][C@H:21]([CH3:24])[CH2:20][CH2:19]4)[C:15]([CH:27]([OH:34])[C:28]4[CH:33]=[CH:32][CH:31]=[CH:30][CH:29]=4)=[N:16][C:12]=3[CH:11]=[C:10]([C:25]#[N:26])[N:9]=2)[CH:5]=[N:6][CH:7]=1, predict the reactants needed to synthesize it. The reactants are: [Cl:1][C:2]1[CH:3]=[C:4]([C:8]2[C:13]3[N:14]([CH2:17][C@H:18]4[CH2:23][CH2:22][C@H:21]([CH3:24])[CH2:20][CH2:19]4)[CH:15]=[N:16][C:12]=3[CH:11]=[C:10]([C:25]#[N:26])[N:9]=2)[CH:5]=[N:6][CH:7]=1.[CH:27](=[O:34])[C:28]1[CH:33]=[CH:32][CH:31]=[CH:30][CH:29]=1. (5) Given the product [OH:17][C:16]1[CH:18]=[CH:19][CH:20]=[CH:21][C:15]=1[CH2:14][N:4]1[CH2:5][CH2:6][N:1]([C:7]2[N:12]=[CH:11][NH:10][C:9](=[O:13])[CH:8]=2)[CH2:2][CH2:3]1, predict the reactants needed to synthesize it. The reactants are: [N:1]1([C:7]2[N:12]=[CH:11][NH:10][C:9](=[O:13])[CH:8]=2)[CH2:6][CH2:5][NH:4][CH2:3][CH2:2]1.[CH:14](=O)[C:15]1[C:16](=[CH:18][CH:19]=[CH:20][CH:21]=1)[OH:17]. (6) Given the product [CH3:2][O:3][C:4]1[CH:9]=[CH:8][C:7]([O:10][CH3:11])=[CH:6][C:5]=1[C:12]1[S:20][C:19]2[C:18](=[O:21])[N:17]([CH:22]3[CH2:27][CH2:26][N:25]([C:58]([C:57]4[CH:61]=[CH:62][C:54]([C:48]5[C:49]6[CH:50]=[C:51]([O:52][CH3:53])[C:42]([O:41][CH2:39][CH3:40])=[CH:43][C:44]=6[C@H:45]6[CH2:66][S:65][CH2:64][CH2:63][C@H:46]6[N:47]=5)=[CH:55][CH:56]=4)=[O:59])[CH2:24][CH2:23]3)[C:16](=[O:28])[N:15]([CH2:29][C:30]3[CH:35]=[CH:34][C:33]([O:36][CH3:37])=[C:32]([F:38])[CH:31]=3)[C:14]=2[CH:13]=1, predict the reactants needed to synthesize it. The reactants are: Cl.[CH3:2][O:3][C:4]1[CH:9]=[CH:8][C:7]([O:10][CH3:11])=[CH:6][C:5]=1[C:12]1[S:20][C:19]2[C:18](=[O:21])[N:17]([CH:22]3[CH2:27][CH2:26][NH:25][CH2:24][CH2:23]3)[C:16](=[O:28])[N:15]([CH2:29][C:30]3[CH:35]=[CH:34][C:33]([O:36][CH3:37])=[C:32]([F:38])[CH:31]=3)[C:14]=2[CH:13]=1.[CH2:39]([O:41][C:42]1[C:51]([O:52][CH3:53])=[CH:50][C:49]2[C:48]([C:54]3[CH:62]=[CH:61][C:57]([C:58](O)=[O:59])=[CH:56][CH:55]=3)=[N:47][C@@H:46]3[CH2:63][CH2:64][S:65][CH2:66][C@@H:45]3[C:44]=2[CH:43]=1)[CH3:40].CN(C(ON1N=NC2C=CC=NC1=2)=[N+](C)C)C.F[P-](F)(F)(F)(F)F.CCN(C(C)C)C(C)C. (7) Given the product [NH2:17][C:16]1[N:15]=[CH:14][N:13]=[C:12]2[N:8]([C:5]3[CH:6]=[CH:7][C:2]([NH:1][C:22](=[O:23])[CH2:21][CH2:20][O:19][CH3:18])=[CH:3][CH:4]=3)[N:9]=[CH:10][C:11]=12, predict the reactants needed to synthesize it. The reactants are: [NH2:1][C:2]1[CH:7]=[CH:6][C:5]([N:8]2[C:12]3=[N:13][CH:14]=[N:15][C:16]([NH2:17])=[C:11]3[CH:10]=[N:9]2)=[CH:4][CH:3]=1.[CH3:18][O:19][CH2:20][CH2:21][C:22](O)=[O:23].Cl.CN(C)CCCN=C=NCC.ON1C2C=CC=CC=2N=N1.